From a dataset of Full USPTO retrosynthesis dataset with 1.9M reactions from patents (1976-2016). Predict the reactants needed to synthesize the given product. (1) Given the product [CH2:16]([S:18][C:19]1[CH:27]=[CH:26][CH:25]=[CH:24][C:20]=1[C:21]([NH:11][C:10]1[C:5]([NH:4][CH2:1][CH2:2][CH3:3])=[N:6][CH:7]=[C:8]([C:12]([F:15])([F:13])[F:14])[CH:9]=1)=[O:22])[CH3:17], predict the reactants needed to synthesize it. The reactants are: [CH2:1]([NH:4][C:5]1[C:10]([NH2:11])=[CH:9][C:8]([C:12]([F:15])([F:14])[F:13])=[CH:7][N:6]=1)[CH2:2][CH3:3].[CH2:16]([S:18][C:19]1[CH:27]=[CH:26][CH:25]=[CH:24][C:20]=1[C:21](O)=[O:22])[CH3:17].CCN=C=NCCCN(C)C.C(=O)([O-])[O-].[Na+].[Na+]. (2) Given the product [CH3:12][O:13][C:14]1[CH:19]=[C:18]([C:2]2[O:6][C:5]([CH3:7])=[C:4]([C:8]([O:10][CH3:11])=[O:9])[CH:3]=2)[CH:17]=[CH:16][CH:15]=1, predict the reactants needed to synthesize it. The reactants are: Br[C:2]1[O:6][C:5]([CH3:7])=[C:4]([C:8]([O:10][CH3:11])=[O:9])[CH:3]=1.[CH3:12][O:13][C:14]1[CH:15]=[C:16](B(O)O)[CH:17]=[CH:18][CH:19]=1.C(=O)([O-])[O-].[Na+].[Na+].COCCOC. (3) Given the product [CH2:34]([NH:41][CH2:2][Si:3]([CH3:33])([CH3:32])[CH2:4][CH2:5][C:6]1[C:18]2[CH2:17][N:16]3[C:11](=[CH:12][C:13]4[C@:23]([CH2:25][CH3:26])([OH:24])[C:22](=[O:27])[O:21][CH2:20][C:14]=4[C:15]3=[O:19])[C:10]=2[N:9]=[C:8]2[CH:28]=[CH:29][CH:30]=[CH:31][C:7]=12)[C:35]1[CH:40]=[CH:39][CH:38]=[CH:37][CH:36]=1, predict the reactants needed to synthesize it. The reactants are: Cl[CH2:2][Si:3]([CH3:33])([CH3:32])[CH2:4][CH2:5][C:6]1[C:18]2[CH2:17][N:16]3[C:11](=[CH:12][C:13]4[C@:23]([CH2:25][CH3:26])([OH:24])[C:22](=[O:27])[O:21][CH2:20][C:14]=4[C:15]3=[O:19])[C:10]=2[N:9]=[C:8]2[CH:28]=[CH:29][CH:30]=[CH:31][C:7]=12.[CH2:34]([NH2:41])[C:35]1[CH:40]=[CH:39][CH:38]=[CH:37][CH:36]=1. (4) The reactants are: [Cl-].[Ba+2:2].[Cl-].[C:4]([OH:9])(=[O:8])[C:5]([OH:7])=[O:6].CCCC[O-].CCCC[O-].CCCC[O-].CCCC[O-].[Ti+4:30].O.N. Given the product [C:4]([OH:9])(=[O:8])[C:5]([OH:7])=[O:6].[C:4]([O-:9])(=[O:8])[C:5]([O-:7])=[O:6].[Ba+2:2].[Ti+4:30].[C:4]([O-:9])(=[O:8])[C:5]([O-:7])=[O:6].[C:4]([O-:9])(=[O:8])[C:5]([O-:7])=[O:6], predict the reactants needed to synthesize it. (5) Given the product [Cl:1][C:2]1[CH:21]=[CH:20][C:5]([C:6]([N:8]=[C:9]([NH:10][C:11]2[CH:16]=[C:15]([F:17])[CH:14]=[C:13]([Cl:18])[CH:12]=2)[NH:29][C:26]2[CH:25]=[C:24]([C:23]([F:31])([F:30])[F:22])[NH:28][N:27]=2)=[O:7])=[CH:4][CH:3]=1, predict the reactants needed to synthesize it. The reactants are: [Cl:1][C:2]1[CH:21]=[CH:20][C:5]([C:6]([NH:8][C:9](=S)[NH:10][C:11]2[CH:16]=[C:15]([F:17])[CH:14]=[C:13]([Cl:18])[CH:12]=2)=[O:7])=[CH:4][CH:3]=1.[F:22][C:23]([F:31])([F:30])[C:24]1[NH:28][N:27]=[C:26]([NH2:29])[CH:25]=1.CN(C)CCCN=C=NCC. (6) The reactants are: Cl.[CH2:2]([NH2:12])[C:3]1[CH:11]=[CH:10][C:8]([OH:9])=[C:5]([O:6][CH3:7])[CH:4]=1.[CH2:13]([NH:21][C:22](N1C=CN=C1)=[O:23])[CH2:14][CH2:15][CH2:16][CH2:17][CH2:18][CH2:19][CH3:20].C(N(CC)CC)C. Given the product [CH2:13]([NH:21][C:22]([NH:12][CH2:2][C:3]1[CH:11]=[CH:10][C:8]([OH:9])=[C:5]([O:6][CH3:7])[CH:4]=1)=[O:23])[CH2:14][CH2:15][CH2:16][CH2:17][CH2:18][CH2:19][CH3:20], predict the reactants needed to synthesize it. (7) Given the product [CH3:16][N:15]([CH3:17])[CH2:14][CH2:13][N:9]1[C:8]2[NH:18][C:22](=[O:23])[C:2]3[CH2:3][CH2:4][CH2:5][CH2:6][C:1]=3[C:7]=2[C:11]([CH3:12])=[N:10]1, predict the reactants needed to synthesize it. The reactants are: [C:1]1([C:7]2[C:11]([CH3:12])=[N:10][N:9]([CH2:13][CH2:14][N:15]([CH3:17])[CH3:16])[C:8]=2[NH2:18])[CH2:6][CH2:5][CH2:4][CH2:3][CH:2]=1.C(N=[C:22]=[O:23])C.C(OCC)(=O)C.